Dataset: Forward reaction prediction with 1.9M reactions from USPTO patents (1976-2016). Task: Predict the product of the given reaction. (1) The product is: [CH3:2][CH2:3][O:12][C:9]([CH3:16])=[O:10].[CH3:19][CH2:18][CH2:17][CH:16]([CH3:22])[CH3:21]. Given the reactants S1C=C[C:3](B(O)O)=[CH:2]1.[C:9]([O-:12])(O)=[O:10].[Na+].[NH4+].[Cl-].[C:16]1([CH3:22])[CH:21]=C[CH:19]=[CH:18][CH:17]=1, predict the reaction product. (2) Given the reactants [N:1]1[CH:6]=[CH:5][C:4]([CH2:7][OH:8])=[CH:3][CH:2]=1.[H-].[Na+].[Br:11][C:12]1[CH:17]=[CH:16][C:15]([Br:18])=[CH:14][C:13]=1F, predict the reaction product. The product is: [Br:11][C:12]1[CH:17]=[CH:16][C:15]([Br:18])=[CH:14][C:13]=1[O:8][CH2:7][C:4]1[CH:5]=[CH:6][N:1]=[CH:2][CH:3]=1.